From a dataset of Full USPTO retrosynthesis dataset with 1.9M reactions from patents (1976-2016). Predict the reactants needed to synthesize the given product. (1) Given the product [CH3:1][O:2][C:3](=[O:20])[CH2:4][C:5]1[CH:6]=[C:7]([OH:12])[CH:8]=[C:9]([Cl:11])[CH:10]=1, predict the reactants needed to synthesize it. The reactants are: [CH3:1][O:2][C:3](=[O:20])[CH2:4][C:5]1[CH:10]=[C:9]([Cl:11])[CH:8]=[C:7]([O:12]CC2C=CC=CC=2)[CH:6]=1.B(Br)(Br)Br. (2) Given the product [Cl:1][C:2]1[CH:3]=[N:4][CH:5]=[C:6]([Cl:17])[C:7]=1[N:8]1[CH2:13][CH2:12][CH:11]([C:14](=[S:27])[NH2:16])[CH2:10][CH2:9]1, predict the reactants needed to synthesize it. The reactants are: [Cl:1][C:2]1[CH:3]=[N:4][CH:5]=[C:6]([Cl:17])[C:7]=1[N:8]1[CH2:13][CH2:12][CH:11]([C:14]([NH2:16])=O)[CH2:10][CH2:9]1.COC1C=CC(P2(SP(C3C=CC(OC)=CC=3)(=S)S2)=[S:27])=CC=1.C(=O)([O-])O.[Na+]. (3) Given the product [CH3:1][C:2]1[CH:3]=[CH:4][C:5]([C:8]2[N:9]([C:17]3[CH:22]=[CH:21][C:20]([S:27]([CH3:31])(=[O:29])=[O:26])=[CH:19][CH:18]=3)[CH:10]=[C:11]([C:13]([F:15])([F:14])[F:16])[N:12]=2)=[N:6][CH:7]=1, predict the reactants needed to synthesize it. The reactants are: [CH3:1][C:2]1[CH:3]=[CH:4][C:5]([C:8]2[N:9]([C:17]3[CH:22]=[CH:21][C:20](SC)=[CH:19][CH:18]=3)[CH:10]=[C:11]([C:13]([F:16])([F:15])[F:14])[N:12]=2)=[N:6][CH:7]=1.O[O:26][S:27]([O-:29])=O.[K+].[CH3:31]O. (4) Given the product [OH:13][CH2:12][C:9]1[CH:10]=[CH:11][C:5]2[S:4][CH2:3][C:2](=[O:1])[NH:7][C:6]=2[CH:8]=1, predict the reactants needed to synthesize it. The reactants are: [O:1]=[C:2]1[NH:7][C:6]2[CH:8]=[C:9]([C:12](O)=[O:13])[CH:10]=[CH:11][C:5]=2[S:4][CH2:3]1.C(OC(Cl)=O)C(C)C. (5) Given the product [Br:34][CH2:20][C:13]1[NH:12][C:11]([C:21]2[CH:26]=[N:25][CH:24]=[CH:23][N:22]=2)=[N:10][CH:9]([C:3]2[CH:4]=[CH:5][C:6]([F:8])=[CH:7][C:2]=2[Cl:1])[C:14]=1[C:15]([O:17][CH2:18][CH3:19])=[O:16], predict the reactants needed to synthesize it. The reactants are: [Cl:1][C:2]1[CH:7]=[C:6]([F:8])[CH:5]=[CH:4][C:3]=1[CH:9]1[C:14]([C:15]([O:17][CH2:18][CH3:19])=[O:16])=[C:13]([CH3:20])[NH:12][C:11]([C:21]2[CH:26]=[N:25][CH:24]=[CH:23][N:22]=2)=[N:10]1.C1C(=O)N([Br:34])C(=O)C1. (6) Given the product [CH2:30]([S:37][CH:38]([CH2:41][N:42]1[CH2:43][CH2:44][S:45][CH2:46][CH2:47]1)[CH2:39][NH:40][C:27]([C:11]1[NH:12][C:13]2[C:9]([CH:10]=1)=[CH:8][C:7]([O:6][CH2:5][CH2:4][CH2:3][O:2][CH3:1])=[CH:15][C:14]=2[N:16]([CH3:26])[S:17]([C:20]1[CH:25]=[CH:24][CH:23]=[CH:22][N:21]=1)(=[O:18])=[O:19])=[O:29])[C:31]1[CH:36]=[CH:35][CH:34]=[CH:33][CH:32]=1, predict the reactants needed to synthesize it. The reactants are: [CH3:1][O:2][CH2:3][CH2:4][CH2:5][O:6][C:7]1[CH:8]=[C:9]2[C:13](=[C:14]([N:16]([CH3:26])[S:17]([C:20]3[CH:25]=[CH:24][CH:23]=[CH:22][N:21]=3)(=[O:19])=[O:18])[CH:15]=1)[NH:12][C:11]([C:27]([OH:29])=O)=[CH:10]2.[CH2:30]([S:37][CH:38]([CH2:41][N:42]1[CH2:47][CH2:46][S:45][CH2:44][CH2:43]1)[CH2:39][NH2:40])[C:31]1[CH:36]=[CH:35][CH:34]=[CH:33][CH:32]=1.N1(O)C2C=CC=CC=2N=N1.Cl.CN(C)CCCN=C=NCC.